This data is from Reaction yield outcomes from USPTO patents with 853,638 reactions. The task is: Predict the reaction yield, written as a fraction of the theoretical maximum amount of product (1.0 means a 100% yield; for example, 0.34 means a 34% yield). (1) The reactants are [N:1]1([C:6]2[CH:11]3[CH2:12][CH2:13][N:8]([CH2:9][CH2:10]3)[CH:7]=2)[CH:5]=[CH:4][N:3]=[CH:2]1.C([O-])=O.[NH4+]. The catalyst is CCO.[Pd]. The product is [N:1]1([CH:6]2[CH:11]3[CH2:10][CH2:9][N:8]([CH2:13][CH2:12]3)[CH2:7]2)[CH:5]=[CH:4][N:3]=[CH:2]1. The yield is 0.520. (2) The reactants are [N:1]([O-])=O.[Na+].[NH2:5][C:6]1[CH:14]=[C:13]([Br:15])[CH:12]=[CH:11][C:7]=1[C:8]([OH:10])=[O:9].[Sn](Cl)[Cl:17]. The catalyst is O.Cl. The product is [ClH:17].[Br:15][C:13]1[CH:12]=[CH:11][C:7]([C:8]([OH:10])=[O:9])=[C:6]([NH:5][NH2:1])[CH:14]=1. The yield is 0.860.